This data is from Reaction yield outcomes from USPTO patents with 853,638 reactions. The task is: Predict the reaction yield, written as a fraction of the theoretical maximum amount of product (1.0 means a 100% yield; for example, 0.34 means a 34% yield). (1) The reactants are [I:1][C:2]1[C:3]([NH:15][S:16]([CH3:19])(=[O:18])=[O:17])=[CH:4][C:5]([S:13][CH3:14])=[C:6]([CH:12]=1)[C:7](OCC)=[O:8].[H-].C([Al+]CC(C)C)C(C)C. The catalyst is C1(C)C=CC=CC=1. The product is [OH:8][CH2:7][C:6]1[C:5]([S:13][CH3:14])=[CH:4][C:3]([NH:15][S:16]([CH3:19])(=[O:17])=[O:18])=[C:2]([I:1])[CH:12]=1. The yield is 0.800. (2) The reactants are [CH:1]1([CH2:7][C@H:8]([NH:12][C:13](=[O:19])[O:14][C:15]([CH3:18])([CH3:17])[CH3:16])[C@H:9]2[CH2:11][O:10]2)[CH2:6][CH2:5][CH2:4][CH2:3][CH2:2]1.C(N(CC)CC)C. The catalyst is CO.[Pd]. The product is [CH:1]1([CH2:7][C@H:8]([NH:12][C:13](=[O:19])[O:14][C:15]([CH3:18])([CH3:17])[CH3:16])[C@H:9]([OH:10])[CH3:11])[CH2:2][CH2:3][CH2:4][CH2:5][CH2:6]1. The yield is 0.700. (3) The reactants are [C:1]([NH:5][S:6]([C:9]1[CH:14]=[C:13]([CH2:15]O)[CH:12]=[C:11]([S:17]([NH:20][C:21]([CH3:24])([CH3:23])[CH3:22])(=[O:19])=[O:18])[CH:10]=1)(=[O:8])=[O:7])([CH3:4])([CH3:3])[CH3:2].C1(P([N:39]=[N+:40]=[N-:41])(C2C=CC=CC=2)=O)C=CC=CC=1.C1CCN2C(=NCCC2)CC1. The catalyst is C1COCC1. The product is [N:39]([CH2:15][C:13]1[CH:12]=[C:11]([S:17]([NH:20][C:21]([CH3:24])([CH3:23])[CH3:22])(=[O:19])=[O:18])[CH:10]=[C:9]([S:6]([NH:5][C:1]([CH3:4])([CH3:3])[CH3:2])(=[O:8])=[O:7])[CH:14]=1)=[N+:40]=[N-:41]. The yield is 0.850. (4) The reactants are C[C:2]([CH3:5])([O-:4])C.[K+].[CH2:7]([O:14][C:15]1[CH:22]=[CH:21][C:18]([CH:19]=O)=[CH:17][CH:16]=1)[C:8]1[CH:13]=[CH:12][CH:11]=[CH:10][CH:9]=1.C1C[O:26][CH2:25][CH2:24]1. No catalyst specified. The product is [CH2:7]([O:14][C:15]1[CH:22]=[CH:21][C:18](/[CH:19]=[CH:24]/[C:25]([O:4][CH2:2][CH3:5])=[O:26])=[CH:17][CH:16]=1)[C:8]1[CH:13]=[CH:12][CH:11]=[CH:10][CH:9]=1. The yield is 0.950. (5) The reactants are [Br:1][C:2]1[CH:7]=[CH:6][C:5]([OH:8])=[C:4]([CH2:9][OH:10])[CH:3]=1.[C:11](=O)([O-])[O-].[Na+].[Na+].C(O[CH2:21][CH3:22])(=O)C. The catalyst is CC(C)=O.[Cl-].[Zn+2].[Cl-]. The product is [Br:1][C:2]1[CH:7]=[CH:6][C:5]2[O:8][C:21]([CH3:22])([CH3:11])[O:10][CH2:9][C:4]=2[CH:3]=1. The yield is 0.720. (6) The reactants are Cl.FC1C=C(C=CC=1)CN1C=C(C2C3C(=NC=C(C4C=CC(C5CCNCC5)=CC=4)C=3)N(S(C3C=CC(C)=CC=3)(=O)=O)C=2)C=N1.[CH2:46]([N:54]1[CH:58]=[C:57]([C:59]2[C:67]3[C:62](=[N:63][CH:64]=[C:65]([C:68]4[CH:69]=[N:70][C:71]([N:74]5[CH2:79][CH2:78][NH:77][CH2:76][CH2:75]5)=[CH:72][CH:73]=4)[CH:66]=3)[N:61](S(C3C=CC(C)=CC=3)(=O)=O)[CH:60]=2)[CH:56]=[N:55]1)[CH2:47][C:48]1[CH:53]=[CH:52][CH:51]=[CH:50][CH:49]=1.[OH-].[Li+]. The catalyst is C1COCC1.CO.O. The product is [CH2:46]([N:54]1[CH:58]=[C:57]([C:59]2[C:67]3[C:62](=[N:63][CH:64]=[C:65]([C:68]4[CH:69]=[N:70][C:71]([N:74]5[CH2:75][CH2:76][NH:77][CH2:78][CH2:79]5)=[CH:72][CH:73]=4)[CH:66]=3)[NH:61][CH:60]=2)[CH:56]=[N:55]1)[CH2:47][C:48]1[CH:53]=[CH:52][CH:51]=[CH:50][CH:49]=1. The yield is 1.00. (7) The yield is 0.750. The reactants are [F:1][C:2]1[CH:7]=[CH:6][C:5]([C:8]2[O:9][C:10]3[CH:20]=[C:19]([N:21]([CH3:26])[S:22]([CH3:25])(=[O:24])=[O:23])[C:18]([C:27]4[CH:28]=[CH:29][C:30]5[N:31]=[CH:32][N:33]6[C:41]7[CH:40]=[CH:39][CH:38]=[C:37]([F:42])[C:36]=7[CH:35]=[C:34]6[C:43]=5[N:44]=4)=[CH:17][C:11]=3[C:12]=2[C:13]([NH:15][CH3:16])=[O:14])=[CH:4][CH:3]=1.[BH4-].[Na+].[NH4+].[Cl-]. The product is [F:42][C:37]1[C:36]2[CH:35]=[C:34]3[C:43]4[N:44]=[C:27]([C:18]5[C:19]([N:21]([CH3:26])[S:22]([CH3:25])(=[O:24])=[O:23])=[CH:20][C:10]6[O:9][C:8]([C:5]7[CH:4]=[CH:3][C:2]([F:1])=[CH:7][CH:6]=7)=[C:12]([C:13]([NH:15][CH3:16])=[O:14])[C:11]=6[CH:17]=5)[CH:28]=[CH:29][C:30]=4[NH:31][CH2:32][N:33]3[C:41]=2[CH:40]=[CH:39][CH:38]=1. The catalyst is C1COCC1.CO.